Dataset: Forward reaction prediction with 1.9M reactions from USPTO patents (1976-2016). Task: Predict the product of the given reaction. (1) Given the reactants [CH3:1][O:2][C:3]1[CH:8]=[C:7]([CH2:9][N:10]2[CH2:15][CH2:14][S:13][CH2:12][CH2:11]2)[CH:6]=[C:5]([O:16][CH3:17])[C:4]=1B(O)O.[CH2:21]([O:23][C:24](=[O:45])[C@H:25]([CH2:37][C:38]1[CH:43]=[CH:42][C:41](Br)=[CH:40][CH:39]=1)[NH:26][C:27](=[O:36])[C:28]1[C:33]([Cl:34])=[CH:32][CH:31]=[CH:30][C:29]=1[Cl:35])[CH3:22].C([O-])([O-])=O.[K+].[K+], predict the reaction product. The product is: [CH2:21]([O:23][C:24](=[O:45])[C@H:25]([CH2:37][C:38]1[CH:43]=[CH:42][C:41]([C:4]2[C:3]([O:2][CH3:1])=[CH:8][C:7]([CH2:9][N:10]3[CH2:15][CH2:14][S:13][CH2:12][CH2:11]3)=[CH:6][C:5]=2[O:16][CH3:17])=[CH:40][CH:39]=1)[NH:26][C:27](=[O:36])[C:28]1[C:29]([Cl:35])=[CH:30][CH:31]=[CH:32][C:33]=1[Cl:34])[CH3:22]. (2) Given the reactants [CH3:1][C:2]1[CH:3]=[CH:4][C:5]([C:21]([NH:23][C:24]2[CH:25]=[C:26]([C:36]([F:39])([F:38])[F:37])[CH:27]=[C:28]([N:30]3[CH:34]=[N:33][C:32]([CH3:35])=[CH:31]3)[CH:29]=2)=[O:22])=[CH:6][C:7]=1[NH:8][C:9]1[N:10]=[CH:11][CH:12]=[C:13]([C:15]2[CH:16]=[CH:17][CH:18]=[N:19][CH:20]=2)[N:14]=1.[Cl:40][C:41]1[CH:51]=[CH:50][CH:49]=[CH:48][C:42]=1[CH:43]([OH:47])[C:44]([OH:46])=[O:45], predict the reaction product. The product is: [CH3:1][C:2]1[CH:3]=[CH:4][C:5]([C:21]([NH:23][C:24]2[CH:25]=[C:26]([C:36]([F:38])([F:39])[F:37])[CH:27]=[C:28]([N:30]3[CH:34]=[N:33][C:32]([CH3:35])=[CH:31]3)[CH:29]=2)=[O:22])=[CH:6][C:7]=1[NH:8][C:9]1[N:10]=[CH:11][CH:12]=[C:13]([C:15]2[CH:16]=[CH:17][CH:18]=[N:19][CH:20]=2)[N:14]=1.[Cl:40][C:41]1[CH:51]=[CH:50][CH:49]=[CH:48][C:42]=1[CH:43]([OH:47])[C:44]([O-:46])=[O:45]. (3) Given the reactants [CH3:1][O:2][C:3]1[CH:37]=[CH:36][C:6]([CH2:7][C@@H:8]([NH:28]C(=O)OC(C)(C)C)[C:9](=[O:27])[N:10]2[CH2:13][C:12]([O:21][CH2:22][CH2:23][CH2:24][CH2:25][CH3:26])([C:14]3[CH:19]=[CH:18][CH:17]=[CH:16][C:15]=3[CH3:20])[CH2:11]2)=[CH:5][CH:4]=1.[F:38][C:39]([F:44])([F:43])[C:40]([OH:42])=[O:41], predict the reaction product. The product is: [F:38][C:39]([F:44])([F:43])[C:40]([OH:42])=[O:41].[NH2:28][C@H:8]([CH2:7][C:6]1[CH:5]=[CH:4][C:3]([O:2][CH3:1])=[CH:37][CH:36]=1)[C:9]([N:10]1[CH2:11][C:12]([O:21][CH2:22][CH2:23][CH2:24][CH2:25][CH3:26])([C:14]2[CH:19]=[CH:18][CH:17]=[CH:16][C:15]=2[CH3:20])[CH2:13]1)=[O:27].